From a dataset of Reaction yield outcomes from USPTO patents with 853,638 reactions. Predict the reaction yield, written as a fraction of the theoretical maximum amount of product (1.0 means a 100% yield; for example, 0.34 means a 34% yield). The reactants are [Br:1][C:2]1[CH:7]=[N:6][C:5]2=[CH:8][N:9]([CH2:11][C:12](=O)[CH3:13])[N:10]=[C:4]2[CH:3]=1.[Si]([O:22][CH:23]([CH3:35])[CH2:24][N:25]1[CH:34]=[C:28]2[N:29]=[CH:30][C:31]([Br:33])=[CH:32][C:27]2=[N:26]1)([C:18](C)(C)[CH3:19])(C)C.[Br:36][C:37]1[CH:38]=[C:39]([N+:45]([O-:47])=[O:46])[C:40]([CH:43]=[O:44])=[N:41][CH:42]=1.N[C:49]1[C:54]([N+:55]([O-:57])=[O:56])=[CH:53][C:52]([Br:58])=[CH:51][N:50]=1.BrC1C=C([N+]([O-])=O)C(I)=NC=1.I([O-])(=O)(=O)=O.[Na+]. The catalyst is O.C1COCC1.[Cu](Br)Br.[Os](=O)(=O)(=O)=O. The product is [NH2:41][C:12]([CH3:13])([CH2:11][N:9]1[CH:8]=[C:5]2[N:6]=[CH:7][C:2]([Br:1])=[CH:3][C:4]2=[N:10]1)[C:24]#[N:25].[Br:33][C:31]1[CH:30]=[N:29][C:28]2=[CH:34][N:25]([CH2:24][C:23](=[O:22])[CH3:35])[N:26]=[C:27]2[CH:32]=1.[Br:36][C:37]1[CH:38]=[C:39]([N+:45]([O-:47])=[O:46])[C:40]([CH:43]=[O:44])=[N:41][CH:42]=1.[Br:58][C:52]1[CH:53]=[C:54]([N+:55]([O-:57])=[O:56])[C:49]([CH:18]=[CH2:19])=[N:50][CH:51]=1. The yield is 0.800.